Dataset: Reaction yield outcomes from USPTO patents with 853,638 reactions. Task: Predict the reaction yield, written as a fraction of the theoretical maximum amount of product (1.0 means a 100% yield; for example, 0.34 means a 34% yield). (1) The reactants are Cl.[Cl:2][C:3]1[CH:8]=[CH:7][C:6]([OH:9])=[CH:5][C:4]=1[C:10]1[N:15]=[C:14]([C:16]2[C:17]([CH3:22])=[N:18][O:19][C:20]=2[CH3:21])[C:13]([CH3:23])=[C:12]([NH:24][C@H:25]2[CH2:30][CH2:29][NH:28][C@@H:27]([CH3:31])[CH2:26]2)[N:11]=1.C(O[C:35]1(O[Si](C)(C)C)[CH2:37][CH2:36]1)C.CC(O)=O.[BH3-]C#N.[Na+]. The catalyst is CO. The product is [Cl:2][C:3]1[CH:8]=[CH:7][C:6]([OH:9])=[CH:5][C:4]=1[C:10]1[N:11]=[C:12]([NH:24][C@H:25]2[CH2:30][CH2:29][N:28]([CH:35]3[CH2:37][CH2:36]3)[C@@H:27]([CH3:31])[CH2:26]2)[C:13]([CH3:23])=[C:14]([C:16]2[C:17]([CH3:22])=[N:18][O:19][C:20]=2[CH3:21])[N:15]=1. The yield is 0.540. (2) The reactants are O[C:2]1[C:11]2[C:6](=[CH:7][C:8]([O:12]C)=[CH:9][CH:10]=2)[N:5]=[CH:4][C:3]=1[C:14]([O:16][CH2:17][CH3:18])=[O:15].C1C=CC(C2C=CC=CC=2)=CC=1.C1C=CC(OC2C=CC=CC=2)=CC=1.COC1C=C(NC=C(C(OCC)=O)C(OCC)=O)C=CC=1. No catalyst specified. The product is [OH:12][C:8]1[CH:7]=[C:6]2[C:11]([CH:2]=[C:3]([C:14]([O:16][CH2:17][CH3:18])=[O:15])[CH:4]=[N:5]2)=[CH:10][CH:9]=1. The yield is 0.900. (3) The reactants are [NH2:1][C:2]1[CH:7]=[CH:6][CH:5]=[CH:4][N:3]=1.Br[C:9]1[C:10](=[O:17])[N:11]([CH3:16])[N:12]=[C:13]([Cl:15])[CH:14]=1.C(=O)([O-])[O-].[Cs+].[Cs+].O1CCOCC1. The catalyst is C(OCC)(=O)C.O.C1C=CC(/C=C/C(/C=C/C2C=CC=CC=2)=O)=CC=1.C1C=CC(/C=C/C(/C=C/C2C=CC=CC=2)=O)=CC=1.C1C=CC(/C=C/C(/C=C/C2C=CC=CC=2)=O)=CC=1.[Pd].[Pd].CC1(C)C2C(=C(P(C3C=CC=CC=3)C3C=CC=CC=3)C=CC=2)OC2C(P(C3C=CC=CC=3)C3C=CC=CC=3)=CC=CC1=2. The product is [Cl:15][C:13]1[CH:14]=[C:9]([NH:1][C:2]2[CH:7]=[CH:6][CH:5]=[CH:4][N:3]=2)[C:10](=[O:17])[N:11]([CH3:16])[N:12]=1. The yield is 0.920. (4) The product is [Cl:1][C:2]1[CH:8]=[C:6]([NH2:7])[C:5]([NH2:9])=[CH:4][C:3]=1[C:12]1[CH:13]=[CH:14][C:15]([Cl:18])=[CH:16][CH:17]=1. The catalyst is C(O)C.[Zn]. The reactants are [Cl:1][C:2]1[C:3]([C:12]2[CH:17]=[CH:16][C:15]([Cl:18])=[CH:14][CH:13]=2)=[CH:4][C:5]([N+:9]([O-])=O)=[C:6]([CH:8]=1)[NH2:7].Cl. The yield is 0.810.